Dataset: Forward reaction prediction with 1.9M reactions from USPTO patents (1976-2016). Task: Predict the product of the given reaction. (1) Given the reactants C(OC([NH:8][C@@H:9]1[CH2:14][CH2:13][CH2:12][N:11]([C:15]2[N:20]3[N:21]=[CH:22][CH:23]=[C:19]3[N:18]=[C:17]([CH3:24])[C:16]=2[CH:25]([CH2:31][CH2:32][CH3:33])[C:26]([O:28][CH2:29][CH3:30])=[O:27])[CH2:10]1)=O)(C)(C)C.FC(F)(F)C(O)=O.C1(C)C=CC=CC=1.[Cl:48][C:49]1[CH:54]=[CH:53][C:52]([S:55](Cl)(=[O:57])=[O:56])=[CH:51][CH:50]=1, predict the reaction product. The product is: [Cl:48][C:49]1[CH:54]=[CH:53][C:52]([S:55]([NH:8][C@@H:9]2[CH2:14][CH2:13][CH2:12][N:11]([C:15]3[N:20]4[N:21]=[CH:22][CH:23]=[C:19]4[N:18]=[C:17]([CH3:24])[C:16]=3[CH:25]([CH2:31][CH2:32][CH3:33])[C:26]([O:28][CH2:29][CH3:30])=[O:27])[CH2:10]2)(=[O:57])=[O:56])=[CH:51][CH:50]=1. (2) Given the reactants [CH2:1]([N:5]1[CH:11]([CH3:12])[CH2:10][C:9]([CH3:14])([CH3:13])[NH:8][C:7]([CH3:16])([CH3:15])[C:6]1=[O:17])[CH2:2][CH2:3][CH3:4].[CH3:18]C(CC)=O, predict the reaction product. The product is: [CH2:1]([N:5]1[CH:11]([CH3:12])[CH2:10][C:9]([CH3:14])([CH3:13])[NH:8][C:7]([CH2:15][CH3:18])([CH3:16])[C:6]1=[O:17])[CH2:2][CH2:3][CH3:4]. (3) Given the reactants [Si:1]([O:8][C@@H:9]1[C@H:14]([O:15][Si:16]([C:19]([CH3:22])([CH3:21])[CH3:20])([CH3:18])[CH3:17])[C@@H:13]([CH3:23])[CH2:12][C@H:11]([C:24]2[CH:29]=[CH:28][N:27]=[CH:26][C:25]=2[NH2:30])[CH2:10]1)([C:4]([CH3:7])([CH3:6])[CH3:5])([CH3:3])[CH3:2].[Br:31][C:32]1[N:37]=[C:36]([C:38](O)=[O:39])[CH:35]=[CH:34][C:33]=1[F:41], predict the reaction product. The product is: [Si:1]([O:8][C@@H:9]1[C@H:14]([O:15][Si:16]([C:19]([CH3:21])([CH3:22])[CH3:20])([CH3:18])[CH3:17])[C@@H:13]([CH3:23])[CH2:12][C@H:11]([C:24]2[CH:29]=[CH:28][N:27]=[CH:26][C:25]=2[NH:30][C:38](=[O:39])[C:36]2[CH:35]=[CH:34][C:33]([F:41])=[C:32]([Br:31])[N:37]=2)[CH2:10]1)([C:4]([CH3:5])([CH3:6])[CH3:7])([CH3:3])[CH3:2].